This data is from Forward reaction prediction with 1.9M reactions from USPTO patents (1976-2016). The task is: Predict the product of the given reaction. (1) Given the reactants C[O:2][CH2:3][CH2:4]O[AlH2-]OCCOC.[Na+].N1CCCC1.CC(C)([O-])C.[K+].[NH2:24][C:25]1[C:30]([C:31](OCC)=[O:32])=[C:29]([C:36]2[CH:41]=[CH:40][C:39]([F:42])=[CH:38][CH:37]=2)[C:28]([C:43]([O:45]C)=O)=[C:27]([CH:47]([CH3:49])[CH3:48])[N:26]=1, predict the reaction product. The product is: [NH2:24][C:25]1[C:30]([CH:31]=[O:32])=[C:29]([C:36]2[CH:37]=[CH:38][C:39]([F:42])=[CH:40][CH:41]=2)[C:28]([C:43]([O:2][CH2:3][CH3:4])=[O:45])=[C:27]([CH:47]([CH3:48])[CH3:49])[N:26]=1. (2) Given the reactants [Br:1][C:2]1[C:3]([CH3:11])=[CH:4][C:5]([F:10])=[C:6]([CH:9]=1)[C:7]#[N:8].[Br:12]N1C(=O)CCC1=O, predict the reaction product. The product is: [Br:1][C:2]1[C:3]([CH2:11][Br:12])=[CH:4][C:5]([F:10])=[C:6]([CH:9]=1)[C:7]#[N:8]. (3) Given the reactants [CH:1]1([NH:6][CH2:7][CH2:8][C:9]([O:11][CH3:12])=[O:10])[CH2:5][CH2:4][CH2:3][CH2:2]1.C([O-])([O-])=O.[K+].[K+].[Cl:19][C:20]1[N:25]=[C:24](Cl)[C:23]([N+:27]([O-:29])=[O:28])=[CH:22][N:21]=1.N1C=CC=NC=1, predict the reaction product. The product is: [CH:1]1([N:6]([C:22]2[C:23]([N+:27]([O-:29])=[O:28])=[CH:24][N:25]=[C:20]([Cl:19])[N:21]=2)[CH2:7][CH2:8][C:9]([O:11][CH3:12])=[O:10])[CH2:2][CH2:3][CH2:4][CH2:5]1. (4) The product is: [CH2:1]([O:3][C:4]1[CH:5]=[CH:6][C:7]([C:8]([NH:20][CH:16]([CH2:17][CH2:18][CH3:19])[CH2:15][CH2:14][CH3:13])=[O:10])=[CH:11][CH:12]=1)[CH3:2]. Given the reactants [CH2:1]([O:3][C:4]1[CH:12]=[CH:11][C:7]([C:8]([OH:10])=O)=[CH:6][CH:5]=1)[CH3:2].[CH3:13][CH2:14][CH2:15][CH:16]([NH2:20])[CH2:17][CH2:18][CH3:19].ON1C2C=CC=CC=2N=N1.Cl.C(N=C=NCCCN(C)C)C, predict the reaction product. (5) Given the reactants [CH3:1][CH:2]([O:4][C:5]1[CH:13]=[C:12]2[C:8]([CH:9]=[N:10][NH:11]2)=[CH:7][C:6]=1[NH:14][C:15]1[C:16]2[C:23]3[CH2:24][CH2:25][CH:26]([C:28](O)=[O:29])[CH2:27][C:22]=3[S:21][C:17]=2[N:18]=[CH:19][N:20]=1)[CH3:3].C(O)(=O)C(O)=O.[O:37]1[C:40]2([CH2:43][NH:42][CH2:41]2)[CH2:39][CH2:38]1, predict the reaction product. The product is: [CH:2]([O:4][C:5]1[CH:13]=[C:12]2[C:8]([CH:9]=[N:10][NH:11]2)=[CH:7][C:6]=1[NH:14][C:15]1[C:16]2[C:23]3[CH2:24][CH2:25][CH:26]([C:28]([N:42]4[CH2:43][C:40]5([O:37][CH2:38][CH2:39]5)[CH2:41]4)=[O:29])[CH2:27][C:22]=3[S:21][C:17]=2[N:18]=[CH:19][N:20]=1)([CH3:3])[CH3:1]. (6) The product is: [C:49]([C:51]1[CH:52]=[CH:53][C:54]([S:57]([N:37]([CH2:38][C:39]2[CH:48]=[CH:47][C:42]([C:43]([O:45][CH3:46])=[O:44])=[CH:41][CH:40]=2)[CH2:36][C:31]2[CH:32]=[CH:33][CH:34]=[CH:35][N:30]=2)(=[O:59])=[O:58])=[CH:55][CH:56]=1)#[N:50]. Given the reactants COC(=O)C1C=CC(CN(CC2C=CC=CC=2)S(C2C=CC(Cl)=CC=2)(=O)=O)=CC=1.[N:30]1[CH:35]=[CH:34][CH:33]=[CH:32][C:31]=1[CH2:36][NH:37][CH2:38][C:39]1[CH:48]=[CH:47][C:42]([C:43]([O:45][CH3:46])=[O:44])=[CH:41][CH:40]=1.[C:49]([C:51]1[CH:56]=[CH:55][C:54]([S:57](Cl)(=[O:59])=[O:58])=[CH:53][CH:52]=1)#[N:50], predict the reaction product. (7) Given the reactants [Cl:1][C:2]1[C:7](I)=[C:6]([CH3:9])[N:5]=[C:4]([NH2:10])[N:3]=1.[C:11]([C:13]1[CH:14]=[N:15][CH:16]=[CH:17][CH:18]=1)#[CH:12].C(N(CC)CC)C, predict the reaction product. The product is: [Cl:1][C:2]1[C:7]([C:12]#[C:11][C:13]2[CH:14]=[N:15][CH:16]=[CH:17][CH:18]=2)=[C:6]([CH3:9])[N:5]=[C:4]([NH2:10])[N:3]=1.